This data is from Catalyst prediction with 721,799 reactions and 888 catalyst types from USPTO. The task is: Predict which catalyst facilitates the given reaction. (1) Reactant: [C:1]([NH:4][C:5]1[CH:6]=[CH:7][C:8]([CH3:18])=[C:9]([NH:11]C(=O)C(F)(F)F)[CH:10]=1)(=[O:3])[CH3:2].C(=O)([O-])[O-].[Na+].[Na+].O. Product: [NH2:11][C:9]1[CH:10]=[C:5]([NH:4][C:1](=[O:3])[CH3:2])[CH:6]=[CH:7][C:8]=1[CH3:18]. The catalyst class is: 5. (2) The catalyst class is: 19. Reactant: [N+:1]([C:4]1[CH:14]=[CH:13][C:7]2[NH:8][S:9](=[O:12])(=[O:11])[O:10][C:6]=2[CH:5]=1)([O-])=O. Product: [NH2:1][C:4]1[CH:14]=[CH:13][C:7]2[NH:8][S:9](=[O:12])(=[O:11])[O:10][C:6]=2[CH:5]=1. (3) Reactant: N(C(OCC)=O)=NC(OCC)=O.[OH:13][C:14]1[CH:19]=[CH:18][C:17]([CH2:20][C:21]([CH3:29])([CH3:28])[CH2:22][C:23]([O:25][CH2:26][CH3:27])=[O:24])=[CH:16][C:15]=1[O:30][CH3:31].C1(P(C2C=CC=CC=2)C2C=CC=CC=2)C=CC=CC=1.O[CH2:52][CH2:53][CH2:54][NH:55][C:56]1[CH:61]=[CH:60][CH:59]=[CH:58][N+:57]=1[O-:62]. Product: [CH3:31][O:30][C:15]1[CH:16]=[C:17]([CH2:20][C:21]([CH3:28])([CH3:29])[CH2:22][C:23]([O:25][CH2:26][CH3:27])=[O:24])[CH:18]=[CH:19][C:14]=1[O:13][CH2:52][CH2:53][CH2:54][NH:55][C:56]1[CH:61]=[CH:60][CH:59]=[CH:58][N+:57]=1[O-:62]. The catalyst class is: 1. (4) Reactant: Br[C:2]1[CH:9]=[CH:8][C:5]([C:6]#[N:7])=[C:4]([O:10][CH3:11])[CH:3]=1.[F:12][C:13]([F:24])([F:23])[C:14]1[CH:19]=[CH:18][C:17](B(O)O)=[CH:16][CH:15]=1.[F-].[K+]. Product: [CH3:11][O:10][C:4]1[CH:3]=[C:2]([C:17]2[CH:18]=[CH:19][C:14]([C:13]([F:24])([F:23])[F:12])=[CH:15][CH:16]=2)[CH:9]=[CH:8][C:5]=1[C:6]#[N:7]. The catalyst class is: 398. (5) Reactant: [Si]([O:8][CH2:9][CH2:10][C:11]1[CH:12]=[C:13]2[C:18](=[CH:19][CH:20]=1)[CH:17]=[C:16]([C:21]1[CH:22]=[N:23][CH:24]=[N:25][CH:26]=1)[CH:15]=[CH:14]2)(C(C)(C)C)(C)C.CCCC[N+](CCCC)(CCCC)CCCC.[F-].O. Product: [N:23]1[CH:22]=[C:21]([C:16]2[CH:17]=[C:18]3[C:13](=[CH:14][CH:15]=2)[CH:12]=[C:11]([CH2:10][CH2:9][OH:8])[CH:20]=[CH:19]3)[CH:26]=[N:25][CH:24]=1. The catalyst class is: 1. (6) Reactant: [Li]CCCC.CC1(C)CCCC(C)(C)N1.[CH3:16][O:17][C:18]1[CH:23]=[N:22][CH:21]=[CH:20][N:19]=1.[Cl:24][C:25]1[CH:26]=[C:27]2[C:31](=[CH:32][CH:33]=1)[NH:30][C:29](=[O:34])[C:28]2=[O:35].[Cl-].[NH4+]. Product: [Cl:24][C:25]1[CH:26]=[C:27]2[C:31](=[CH:32][CH:33]=1)[NH:30][C:29](=[O:34])[C:28]2([OH:35])[C:23]1[C:18]([O:17][CH3:16])=[N:19][CH:20]=[CH:21][N:22]=1. The catalyst class is: 1.